Task: Predict the reactants needed to synthesize the given product.. Dataset: Full USPTO retrosynthesis dataset with 1.9M reactions from patents (1976-2016) (1) Given the product [CH2:1]([C:3]1[CH:8]=[C:7]([C:9]([F:12])([F:11])[F:10])[N:6]=[C:5]([CH:13]=[N:21][S@:19]([C:16]([CH3:18])([CH3:17])[CH3:15])=[O:20])[CH:4]=1)[CH3:2], predict the reactants needed to synthesize it. The reactants are: [CH2:1]([C:3]1[CH:8]=[C:7]([C:9]([F:12])([F:11])[F:10])[N:6]=[C:5]([CH:13]=O)[CH:4]=1)[CH3:2].[CH3:15][C:16]([S@@:19]([NH2:21])=[O:20])([CH3:18])[CH3:17]. (2) Given the product [CH3:24][C:11]1[S:1][C:2]2[CH:3]=[C:4]([OH:8])[CH:5]=[CH:6][C:7]=2[C:12]=1[C:14]1[CH:19]=[CH:18][C:17]([C:20]([F:21])([F:22])[F:23])=[CH:16][CH:15]=1, predict the reactants needed to synthesize it. The reactants are: [SH:1][C:2]1[CH:3]=[C:4]([O:8]C)[CH:5]=[CH:6][CH:7]=1.Br[CH:11]([CH3:24])[C:12]([C:14]1[CH:19]=[CH:18][C:17]([C:20]([F:23])([F:22])[F:21])=[CH:16][CH:15]=1)=O. (3) Given the product [CH:17]1([O:16][C:13]2[CH:14]=[CH:15][C:8]3[C:7]([C:3]4[CH:2]=[N:1][CH:6]=[CH:5][CH:4]=4)=[CH:11][S:10][C:9]=3[CH:12]=2)[CH2:21][CH2:20][CH2:19][CH2:18]1, predict the reactants needed to synthesize it. The reactants are: [N:1]1[CH:6]=[CH:5][CH:4]=[C:3]([C:7]2[C:8]3[CH:15]=[CH:14][C:13]([OH:16])=[CH:12][C:9]=3[S:10][CH:11]=2)[CH:2]=1.[CH:17]1(Br)[CH2:21][CH2:20][CH2:19][CH2:18]1.C(=O)([O-])[O-].[K+].[K+].CCCCCC. (4) Given the product [OH:1][C:2]1[C:7]([C:8]([NH:10][CH:11]([C:26]2[CH:31]=[CH:30][C:29]([O:32][CH3:33])=[CH:28][CH:27]=2)[C:12]2[CH:13]=[CH:14][C:15]([P:18](=[O:19])([OH:22])[OH:25])=[CH:16][CH:17]=2)=[O:9])=[CH:6][N:5]=[C:4]([C:34]2[CH:39]=[CH:38][CH:37]=[CH:36][N:35]=2)[N:3]=1, predict the reactants needed to synthesize it. The reactants are: [OH:1][C:2]1[C:7]([C:8]([NH:10][CH:11]([C:26]2[CH:31]=[CH:30][C:29]([O:32][CH3:33])=[CH:28][CH:27]=2)[C:12]2[CH:17]=[CH:16][C:15]([P:18](=[O:25])([O:22]CC)[O:19]CC)=[CH:14][CH:13]=2)=[O:9])=[CH:6][N:5]=[C:4]([C:34]2[CH:39]=[CH:38][CH:37]=[CH:36][N:35]=2)[N:3]=1.C[Si](Br)(C)C. (5) Given the product [CH3:14][C:11]1([C:15]2[CH:20]=[CH:19][CH:18]=[CH:17][N:16]=2)[NH:10][C:9]2=[C:4]([NH2:1])[CH:5]=[CH:6][CH:7]=[C:8]2[O:13][CH2:12]1, predict the reactants needed to synthesize it. The reactants are: [N+:1]([C:4]1[C:9]2[N:10]3[CH2:14][C:11]3([C:15]3[CH:20]=[CH:19][CH:18]=[CH:17][N:16]=3)[CH2:12][O:13][C:8]=2[CH:7]=[CH:6][CH:5]=1)([O-])=O.[H][H].